From a dataset of Full USPTO retrosynthesis dataset with 1.9M reactions from patents (1976-2016). Predict the reactants needed to synthesize the given product. (1) Given the product [CH3:20][O:21][CH2:22][C:23]#[C:24][C:17]1[CH:18]=[C:13]2[CH:12]=[CH:11][NH:10][C:14]2=[N:15][CH:16]=1, predict the reactants needed to synthesize it. The reactants are: C1(S([N:10]2[C:14]3=[N:15][CH:16]=[C:17](I)[CH:18]=[C:13]3[CH:12]=[CH:11]2)(=O)=O)C=CC=CC=1.[CH3:20][O:21][CH2:22][C:23]#[CH:24]. (2) Given the product [C:1]1([C@H:7]2[N:21]3[C:22]4[C:14]([C:15]5[C:16]([O:23][CH2:31][CH2:32][Cl:33])=[CH:17][CH:18]=[CH:19][C:20]=53)=[CH:13][CH:12]=[CH:11][C:10]=4[O:9][CH2:8]2)[CH:2]=[CH:3][CH:4]=[CH:5][CH:6]=1, predict the reactants needed to synthesize it. The reactants are: [C:1]1([C@H:7]2[N:21]3[C:22]4[C:14]([C:15]5[C:20]3=[CH:19][CH:18]=[CH:17][C:16]=5[OH:23])=[CH:13][CH:12]=[CH:11][C:10]=4[O:9][CH2:8]2)[CH:6]=[CH:5][CH:4]=[CH:3][CH:2]=1.C(=O)([O-])[O-].[K+].[K+].Br[CH2:31][CH2:32][Cl:33]. (3) Given the product [Cl:1][C:2]1[CH:7]=[CH:6][C:5]([C:8]2([C:12]3[C:21]4[C:16](=[CH:17][CH:18]=[C:19]([O:22][CH2:23][CH2:24][CH2:25][S:26]([Cl:30])(=[O:29])=[O:27])[CH:20]=4)[CH2:15][CH2:14][N:13]=3)[CH2:11][CH2:10][CH2:9]2)=[CH:4][CH:3]=1, predict the reactants needed to synthesize it. The reactants are: [Cl:1][C:2]1[CH:7]=[CH:6][C:5]([C:8]2([C:12]3[C:21]4[C:16](=[CH:17][CH:18]=[C:19]([O:22][CH2:23][CH2:24][CH2:25][S:26]([OH:29])(=O)=[O:27])[CH:20]=4)[CH2:15][CH2:14][N:13]=3)[CH2:11][CH2:10][CH2:9]2)=[CH:4][CH:3]=1.[Cl:30]P(Cl)(Cl)(Cl)Cl. (4) Given the product [F:51][C:49]1[CH:48]=[C:47]([C@@H:52]2[CH2:56][N:55]([CH2:57][CH2:58][O:59][CH3:60])[CH2:54][C@H:53]2[NH:61][C:31](=[O:33])[NH:1][C:2]2[N:6]([C:7]3[CH:12]=[CH:11][CH:10]=[CH:9][CH:8]=3)[N:5]=[C:4]([O:13][CH2:14][CH3:15])[C:3]=2[C:16]([O:18][CH2:19][CH3:20])=[O:17])[CH:46]=[C:45]([F:44])[CH:50]=1, predict the reactants needed to synthesize it. The reactants are: [NH2:1][C:2]1[N:6]([C:7]2[CH:12]=[CH:11][CH:10]=[CH:9][CH:8]=2)[N:5]=[C:4]([O:13][CH2:14][CH3:15])[C:3]=1[C:16]([O:18][CH2:19][CH3:20])=[O:17].CCN(C(C)C)C(C)C.Cl[C:31](Cl)([O:33]C(=O)OC(Cl)(Cl)Cl)Cl.Cl.Cl.[F:44][C:45]1[CH:46]=[C:47]([C@@H:52]2[CH2:56][N:55]([CH2:57][CH2:58][O:59][CH3:60])[CH2:54][C@H:53]2[NH2:61])[CH:48]=[C:49]([F:51])[CH:50]=1. (5) The reactants are: [H-].[Na+].[CH2:3]([OH:10])[C:4]1[CH:9]=[CH:8][CH:7]=[CH:6][CH:5]=1.[CH:11]1([NH:17][C:18]2[CH:27]=[C:26]3[C:21]([C:22](=[O:42])[N:23]([CH2:34]/[CH:35]=[CH:36]/[C:37]([O:39]CC)=[O:38])[C:24](=[O:33])[N:25]3[CH:28]3[CH2:32][CH2:31][CH2:30][CH2:29]3)=[CH:20][C:19]=2[F:43])[CH2:16][CH2:15][CH2:14][CH2:13][CH2:12]1.Cl.[OH-].[Na+]. Given the product [CH2:3]([O:10][CH:35]([CH2:34][N:23]1[C:22](=[O:42])[C:21]2[C:26](=[CH:27][C:18]([NH:17][CH:11]3[CH2:16][CH2:15][CH2:14][CH2:13][CH2:12]3)=[C:19]([F:43])[CH:20]=2)[N:25]([CH:28]2[CH2:32][CH2:31][CH2:30][CH2:29]2)[C:24]1=[O:33])[CH2:36][C:37]([OH:39])=[O:38])[C:4]1[CH:9]=[CH:8][CH:7]=[CH:6][CH:5]=1, predict the reactants needed to synthesize it. (6) Given the product [NH2:23][C:20]1[CH:21]=[N:22][C:17]([N:15]2[CH2:14][CH2:13][CH2:12][C:11]3([CH2:26][CH2:27][N:8]([C:6]([O:5][C:1]([CH3:4])([CH3:3])[CH3:2])=[O:7])[CH2:9][CH2:10]3)[CH2:16]2)=[N:18][CH:19]=1, predict the reactants needed to synthesize it. The reactants are: [C:1]([O:5][C:6]([N:8]1[CH2:27][CH2:26][C:11]2([CH2:16][N:15]([C:17]3[N:22]=[CH:21][C:20]([N+:23]([O-])=O)=[CH:19][N:18]=3)[CH2:14][CH2:13][CH2:12]2)[CH2:10][CH2:9]1)=[O:7])([CH3:4])([CH3:3])[CH3:2]. (7) Given the product [CH3:22][N:8]([CH3:7])[C:9]1[C:18]2[C:13](=[CH:14][CH:15]=[CH:16][CH:17]=2)[C:12]([C:19]([NH:23][C:24]2[C:25]([C:30]([O:32][CH3:33])=[O:31])=[N:26][CH:27]=[CH:28][N:29]=2)=[O:21])=[CH:11][CH:10]=1, predict the reactants needed to synthesize it. The reactants are: C(Cl)(=O)C(Cl)=O.[CH3:7][N:8]([CH3:22])[C:9]1[C:18]2[C:13](=[CH:14][CH:15]=[CH:16][CH:17]=2)[C:12]([C:19]([OH:21])=O)=[CH:11][CH:10]=1.[NH2:23][C:24]1[C:25]([C:30]([O:32][CH3:33])=[O:31])=[N:26][CH:27]=[CH:28][N:29]=1.N1C=CC=CC=1.